From a dataset of NCI-60 drug combinations with 297,098 pairs across 59 cell lines. Regression. Given two drug SMILES strings and cell line genomic features, predict the synergy score measuring deviation from expected non-interaction effect. (1) Drug 1: C1CN(CCN1C(=O)CCBr)C(=O)CCBr. Drug 2: CC1C(C(CC(O1)OC2CC(CC3=C2C(=C4C(=C3O)C(=O)C5=C(C4=O)C(=CC=C5)OC)O)(C(=O)CO)O)N)O.Cl. Cell line: BT-549. Synergy scores: CSS=42.9, Synergy_ZIP=-7.09, Synergy_Bliss=-7.47, Synergy_Loewe=-4.98, Synergy_HSA=-3.87. (2) Drug 1: C1=CC(=CC=C1C#N)C(C2=CC=C(C=C2)C#N)N3C=NC=N3. Drug 2: C1CN(CCN1C(=O)CCBr)C(=O)CCBr. Cell line: SN12C. Synergy scores: CSS=32.6, Synergy_ZIP=-3.64, Synergy_Bliss=4.67, Synergy_Loewe=5.36, Synergy_HSA=5.48.